From a dataset of Reaction yield outcomes from USPTO patents with 853,638 reactions. Predict the reaction yield, written as a fraction of the theoretical maximum amount of product (1.0 means a 100% yield; for example, 0.34 means a 34% yield). (1) The reactants are [CH3:1][O:2][C:3]1[CH:4]=[C:5]([O:21][C:22]2[CH:23]=[N:24][C:25]([S:28]([CH3:31])(=[O:30])=[O:29])=[CH:26][CH:27]=2)[CH:6]=[C:7]2[C:11]=1[NH:10][C:9]([C:12]1[S:13][CH:14]([CH2:17][C:18]([OH:20])=O)[CH2:15][N:16]=1)=[CH:8]2.Cl.[CH2:33]([N:35]=[C:36]=NCCCN(C)C)C.ON1C2C=CC=CC=2N=N1.CNC. The catalyst is O.CN(C)C=O. The product is [CH3:1][O:2][C:3]1[CH:4]=[C:5]([O:21][C:22]2[CH:23]=[N:24][C:25]([S:28]([CH3:31])(=[O:30])=[O:29])=[CH:26][CH:27]=2)[CH:6]=[C:7]2[C:11]=1[NH:10][C:9]([C:12]1[S:13][CH:14]([CH2:17][C:18]([N:35]([CH3:36])[CH3:33])=[O:20])[CH2:15][N:16]=1)=[CH:8]2. The yield is 0.690. (2) The reactants are [CH3:1][O:2][CH:3]([O:31][CH3:32])[C:4]1[CH:9]=[CH:8][C:7]([CH:10]2[CH:19]([C:20]3[CH:25]=[CH:24][CH:23]=[CH:22][CH:21]=3)[C:18](=O)[C:17]3[C:16]([C:27]([O:29]C)=O)=[CH:15][CH:14]=[CH:13][C:12]=3[NH:11]2)=[CH:6][CH:5]=1.O.[NH2:34][NH2:35]. No catalyst specified. The yield is 0.780. The product is [CH3:1][O:2][CH:3]([O:31][CH3:32])[C:4]1[CH:9]=[CH:8][C:7]([CH:10]2[NH:11][C:12]3[C:17]4[C:18](=[N:34][NH:35][C:27](=[O:29])[C:16]=4[CH:15]=[CH:14][CH:13]=3)[CH:19]2[C:20]2[CH:25]=[CH:24][CH:23]=[CH:22][CH:21]=2)=[CH:6][CH:5]=1. (3) The reactants are ClC1C=CC2SC=C([CH2:9][N:10]3CCN(C4SC(C(O)=O)=C(C)N=4)C3=O)C=2C=1.[F:27][C:28]1[CH:49]=[CH:48][C:31]([CH2:32][N:33]2[CH2:37][CH2:36][N:35]([C:38]3[S:39][C:40]([C:44](O)=[O:45])=[C:41]([CH3:43])[N:42]=3)[C:34]2=[O:47])=[CH:30][CH:29]=1.CN. No catalyst specified. The product is [F:27][C:28]1[CH:29]=[CH:30][C:31]([CH2:32][N:33]2[CH2:37][CH2:36][N:35]([C:38]3[S:39][C:40]([C:44]([NH:10][CH3:9])=[O:45])=[C:41]([CH3:43])[N:42]=3)[C:34]2=[O:47])=[CH:48][CH:49]=1. The yield is 0.410. (4) The reactants are [NH:1]1[CH:5]=[CH:4][C:3]([NH:6][C:7]2[C:16]3[C:11](=[CH:12][CH:13]=[CH:14][CH:15]=3)[N:10]=[C:9]([C:17]([O:19]CC)=O)[N:8]=2)=[N:2]1.[F:22][C:23]1[CH:28]=[CH:27][C:26]([Mg]Br)=[CH:25][CH:24]=1. The catalyst is C1COCC1. The product is [NH:1]1[CH:5]=[CH:4][C:3]([NH:6][C:7]2[C:16]3[C:11](=[CH:12][CH:13]=[CH:14][CH:15]=3)[N:10]=[C:9]([C:17]([C:26]3[CH:27]=[CH:28][C:23]([F:22])=[CH:24][CH:25]=3)([C:26]3[CH:27]=[CH:28][C:23]([F:22])=[CH:24][CH:25]=3)[OH:19])[N:8]=2)=[N:2]1. The yield is 0.0800. (5) The reactants are [F:1][C:2]1[CH:3]=[C:4]([C:9]([NH:31][S@@:32]([C:34]([CH3:37])([CH3:36])[CH3:35])=[O:33])([C:17]2[CH:22]=[C:21]([O:23][C:24]([F:29])([F:28])[CH:25]([F:27])[F:26])[CH:20]=[C:19]([F:30])[CH:18]=2)[CH2:10][C:11]2[CH:16]=[CH:15][CH:14]=[CH:13][CH:12]=2)[CH:5]=[CH:6][C:7]=1[OH:8].C([O-])([O-])=O.[K+].[K+].I[CH:45]([CH3:47])[CH3:46]. The catalyst is CN(C=O)C.CCOCC. The product is [F:1][C:2]1[CH:3]=[C:4]([C:9]([NH:31][S@@:32]([C:34]([CH3:37])([CH3:36])[CH3:35])=[O:33])([C:17]2[CH:22]=[C:21]([O:23][C:24]([F:28])([F:29])[CH:25]([F:26])[F:27])[CH:20]=[C:19]([F:30])[CH:18]=2)[CH2:10][C:11]2[CH:12]=[CH:13][CH:14]=[CH:15][CH:16]=2)[CH:5]=[CH:6][C:7]=1[O:8][CH:45]([CH3:47])[CH3:46]. The yield is 1.00. (6) The reactants are [C:1]1([NH:11][C:12](=[O:36])[NH:13][C:14]2[N:18]([C:19]3[CH:20]=[C:21]([CH:27]=[CH:28][CH:29]=3)C(OCC)=O)[N:17]=[C:16]([C:30]3[CH:35]=[CH:34][CH:33]=[CH:32][CH:31]=3)[CH:15]=2)[C:10]2[C:5](=[CH:6][CH:7]=[CH:8][CH:9]=2)[CH:4]=[CH:3][CH:2]=1.[CH3:37][Mg+].[Br-].[CH2:40]1[CH2:44][O:43]CC1. The yield is 0.880. The product is [OH:43][C:44]([C:21]1[CH:20]=[C:19]([N:18]2[C:14]([NH:13][C:12]([NH:11][C:1]3[C:10]4[C:5](=[CH:6][CH:7]=[CH:8][CH:9]=4)[CH:4]=[CH:3][CH:2]=3)=[O:36])=[CH:15][C:16]([C:30]3[CH:35]=[CH:34][CH:33]=[CH:32][CH:31]=3)=[N:17]2)[CH:29]=[CH:28][CH:27]=1)([CH3:40])[CH3:37]. No catalyst specified. (7) The reactants are CCN(S(F)(F)[F:7])CC.[Cl:10][C:11]1[C:16]2[O:17][C:18]3[CH2:23][CH2:22][N:21]([CH2:24][C:25]4[CH:30]=[CH:29][C:28]([O:31][CH3:32])=[CH:27][CH:26]=4)[CH:20]([CH2:33]O)[C:19]=3[C:15]=2[CH:14]=[C:13]([S:35]([C:38]2[CH:43]=[CH:42][CH:41]=[CH:40][CH:39]=2)(=[O:37])=[O:36])[CH:12]=1. The catalyst is ClCCl. The product is [Cl:10][C:11]1[C:16]2[O:17][C:18]3[CH2:23][CH2:22][N:21]([CH2:24][C:25]4[CH:30]=[CH:29][C:28]([O:31][CH3:32])=[CH:27][CH:26]=4)[CH:20]([CH2:33][F:7])[C:19]=3[C:15]=2[CH:14]=[C:13]([S:35]([C:38]2[CH:43]=[CH:42][CH:41]=[CH:40][CH:39]=2)(=[O:37])=[O:36])[CH:12]=1. The yield is 0.510.